This data is from Forward reaction prediction with 1.9M reactions from USPTO patents (1976-2016). The task is: Predict the product of the given reaction. Given the reactants [CH3:1][N:2]([CH2:4][C:5]([OH:7])=O)[CH3:3].CCN=C=NCCCN(C)C.Cl.C1C=CC2N(O)N=NC=2C=1.CN(C=O)C.[NH2:35][CH:36]1[CH2:42][C:41]([CH3:44])([CH3:43])[C:40]2[CH:45]=[CH:46][C:47]([N+:49]([O-:51])=[O:50])=[CH:48][C:39]=2[NH:38][C:37]1=[O:52], predict the reaction product. The product is: [CH3:1][N:2]([CH3:3])[CH2:4][C:5]([NH:35][CH:36]1[CH2:42][C:41]([CH3:44])([CH3:43])[C:40]2[CH:45]=[CH:46][C:47]([N+:49]([O-:51])=[O:50])=[CH:48][C:39]=2[NH:38][C:37]1=[O:52])=[O:7].